From a dataset of Full USPTO retrosynthesis dataset with 1.9M reactions from patents (1976-2016). Predict the reactants needed to synthesize the given product. (1) The reactants are: [Cl:1][C:2]1[CH:3]=[CH:4][C:5]2[N:11]3[CH:12]=[CH:13][CH:14]=[C:10]3[C@@H:9]([CH2:15][CH2:16][C:17]3[N:21]([CH2:22][C:23]([O:25]CC)=[O:24])[N:20]=[N:19][CH:18]=3)[O:8][C@H:7]([C:28]3[CH:33]=[CH:32][CH:31]=[C:30]([O:34][CH3:35])[C:29]=3[O:36][CH3:37])[C:6]=2[CH:38]=1.O.C(=O)([O-])[O-].[K+].[K+].C(O)(=O)CC(CC(O)=O)(C(O)=O)O. Given the product [Cl:1][C:2]1[CH:3]=[CH:4][C:5]2[N:11]3[CH:12]=[CH:13][CH:14]=[C:10]3[C@@H:9]([CH2:15][CH2:16][C:17]3[N:21]([CH2:22][C:23]([OH:25])=[O:24])[N:20]=[N:19][CH:18]=3)[O:8][C@H:7]([C:28]3[CH:33]=[CH:32][CH:31]=[C:30]([O:34][CH3:35])[C:29]=3[O:36][CH3:37])[C:6]=2[CH:38]=1, predict the reactants needed to synthesize it. (2) Given the product [C:55]([CH2:54][CH2:53][C:49]1[CH:48]=[C:47]([C:12]2[C:13]([CH3:43])([CH3:42])[C@H:14]3[C@:27]([CH3:30])([CH2:28][CH:29]=2)[C@@H:26]2[C@:17]([CH3:41])([C@@:18]4([CH3:40])[C@H:23]([CH2:24][CH2:25]2)[C@H:22]2[C@H:31]([C:34]([CH3:36])=[CH2:35])[CH2:32][CH2:33][C@:21]2([C:37]([OH:39])=[O:38])[CH2:20][CH2:19]4)[CH2:16][CH2:15]3)[CH:52]=[CH:51][CH:50]=1)([OH:57])=[O:56], predict the reactants needed to synthesize it. The reactants are: C(CCC1C=CC([C:12]2[C:13]([CH3:43])([CH3:42])[C@H:14]3[C@:27]([CH3:30])([CH2:28][CH:29]=2)[C@@H:26]2[C@:17]([CH3:41])([C@@:18]4([CH3:40])[C@H:23]([CH2:24][CH2:25]2)[C@H:22]2[C@H:31]([C:34]([CH3:36])=[CH2:35])[CH2:32][CH2:33][C@:21]2([C:37]([OH:39])=[O:38])[CH2:20][CH2:19]4)[CH2:16][CH2:15]3)=CC=1)(O)=O.B([C:47]1[CH:48]=[C:49](/[CH:53]=[CH:54]/[C:55]([OH:57])=[O:56])[CH:50]=[CH:51][CH:52]=1)(O)O.B(O)O. (3) Given the product [CH3:31][O:32][C:33](=[O:34])[NH:23][CH2:22][CH2:21][C:11]1[CH:12]=[C:13]([O:14][CH2:15][CH:16]2[CH2:17][CH2:18][CH2:19][CH2:20]2)[C:3]2[C:2]([NH2:1])=[C:6]([C:7](=[O:8])[NH2:9])[S:5][C:4]=2[CH:10]=1, predict the reactants needed to synthesize it. The reactants are: [NH2:1][C:2]1[C:3]2[C:13]([O:14][CH2:15][CH:16]3[CH2:20][CH2:19][CH2:18][CH2:17]3)=[CH:12][C:11]([CH2:21][CH2:22][NH2:23])=[CH:10][C:4]=2[S:5][C:6]=1[C:7]([NH2:9])=[O:8].C(N(CC)CC)C.[CH3:31][O:32][C:33](Cl)=[O:34]. (4) Given the product [CH2:1]([O:8][C:9](=[O:21])[NH:10][C@H:11]([CH:15]=[O:20])[CH:12]([CH3:14])[CH3:13])[C:2]1[CH:7]=[CH:6][CH:5]=[CH:4][CH:3]=1, predict the reactants needed to synthesize it. The reactants are: [CH2:1]([O:8][C:9](=[O:21])[NH:10][C@H:11]([C:15](=[O:20])N(OC)C)[CH:12]([CH3:14])[CH3:13])[C:2]1[CH:7]=[CH:6][CH:5]=[CH:4][CH:3]=1.[H-].[H-].[H-].[H-].[Li+].[Al+3].